From a dataset of Catalyst prediction with 721,799 reactions and 888 catalyst types from USPTO. Predict which catalyst facilitates the given reaction. (1) Reactant: [CH:1]([C:3]1[CH:12]=[CH:11][C:6]([C:7]([O:9][CH3:10])=[O:8])=[CH:5][C:4]=1[OH:13])=[O:2].Br[CH2:15][C:16]1[CH:21]=[CH:20][CH:19]=[CH:18][CH:17]=1.C([O-])([O-])=O.[K+].[K+]. Product: [CH2:15]([O:13][C:4]1[CH:5]=[C:6]([CH:11]=[CH:12][C:3]=1[CH:1]=[O:2])[C:7]([O:9][CH3:10])=[O:8])[C:16]1[CH:21]=[CH:20][CH:19]=[CH:18][CH:17]=1. The catalyst class is: 18. (2) Product: [NH2:37][C:15]1[C:14]([C:13]#[N:17])=[C:9]([C:8]2[CH:11]=[CH:12][C:5]([O:4][CH2:3][CH2:2][OH:1])=[CH:6][CH:7]=2)[C:24]([C:23]#[N:20])=[C:54]([S:31][C:25]2[CH:30]=[CH:29][CH:28]=[CH:27][CH:26]=2)[N:16]=1. The catalyst class is: 136. Reactant: [OH:1][CH2:2][CH2:3][O:4][C:5]1[CH:12]=[CH:11][C:8]([CH:9]=O)=[CH:7][CH:6]=1.[C:13](#[N:17])[CH2:14][C:15]#[N:16].C([N:20]([CH2:23][CH3:24])CC)C.[C:25]1([SH:31])[CH:30]=[CH:29][CH:28]=[CH:27][CH:26]=1.[N+]([O-])([O-])=O.[Ce+4].[NH4+:37].[N+]([O-])([O-])=O.[N+]([O-])([O-])=O.[N+]([O-])([O-])=O.[N+]([O-])([O-])=O.[CH2:54](O)C.